From a dataset of Reaction yield outcomes from USPTO patents with 853,638 reactions. Predict the reaction yield, written as a fraction of the theoretical maximum amount of product (1.0 means a 100% yield; for example, 0.34 means a 34% yield). (1) The reactants are [Br:1][C:2]1[CH:7]=[CH:6][C:5]([C@@H:8]([N:10]2[CH2:15][CH2:14][C@:13]([CH2:22][C:23]([CH3:27])([CH3:26])[C:24]#[N:25])([C:16]3[CH:21]=[CH:20][CH:19]=[CH:18][CH:17]=3)[CH2:12][C:11]2=[O:28])[CH3:9])=[CH:4][CH:3]=1.C([O-])([O-])=[O:30].[K+].[K+].OO. The catalyst is CS(C)=O.O. The product is [Br:1][C:2]1[CH:3]=[CH:4][C:5]([C@@H:8]([N:10]2[CH2:15][CH2:14][C@:13]([CH2:22][C:23]([CH3:27])([CH3:26])[C:24]([NH2:25])=[O:30])([C:16]3[CH:21]=[CH:20][CH:19]=[CH:18][CH:17]=3)[CH2:12][C:11]2=[O:28])[CH3:9])=[CH:6][CH:7]=1. The yield is 0.700. (2) The reactants are C(O)(C(F)(F)F)=O.[NH2:8][CH2:9][CH2:10][CH2:11][C:12]1[C:20]2[C:15](=[CH:16][CH:17]=[CH:18][C:19]=2[NH:21][C:22]2[C:30]3[C:25](=[CH:26][N:27]=[CH:28][CH:29]=3)[O:24][C:23]=2[C:31]2[N:36]=[CH:35][CH:34]=[CH:33][N:32]=2)[N:14](C(OC(C)(C)C)=O)[N:13]=1. The catalyst is ClCCl. The product is [NH2:8][CH2:9][CH2:10][CH2:11][C:12]1[C:20]2[C:19]([NH:21][C:22]3[C:30]4[C:25](=[CH:26][N:27]=[CH:28][CH:29]=4)[O:24][C:23]=3[C:31]3[N:32]=[CH:33][CH:34]=[CH:35][N:36]=3)=[CH:18][CH:17]=[CH:16][C:15]=2[NH:14][N:13]=1. The yield is 0.650. (3) The reactants are C[O:2][C:3]([C:5]1[CH:6]=[N:7][C:8]([N:11]2[CH2:23][CH2:22][C:21]3[C:20]4[C:15](=[CH:16][CH:17]=[CH:18][CH:19]=4)[N:14]([C:24]([O:26][C:27]([CH3:30])([CH3:29])[CH3:28])=[O:25])[C:13]=3[CH2:12]2)=[N:9][CH:10]=1)=O.[H-].C([Al+]CC(C)C)C(C)C.CO.O. The catalyst is C(Cl)Cl. The product is [OH:2][CH2:3][C:5]1[CH:6]=[N:7][C:8]([N:11]2[CH2:23][CH2:22][C:21]3[C:20]4[C:15](=[CH:16][CH:17]=[CH:18][CH:19]=4)[N:14]([C:24]([O:26][C:27]([CH3:30])([CH3:29])[CH3:28])=[O:25])[C:13]=3[CH2:12]2)=[N:9][CH:10]=1. The yield is 0.750. (4) The reactants are [Br:1][C:2]1[CH:7]=[CH:6][N:5]=[C:4](F)[CH:3]=1.[CH3:9][N:10]([CH3:17])[CH:11]1[CH2:16][CH2:15][NH:14][CH2:13][CH2:12]1.C(=O)([O-])[O-].[K+].[K+].O. The catalyst is CS(C)=O. The product is [Br:1][C:2]1[CH:7]=[CH:6][N:5]=[C:4]([N:14]2[CH2:15][CH2:16][CH:11]([N:10]([CH3:17])[CH3:9])[CH2:12][CH2:13]2)[CH:3]=1. The yield is 0.910. (5) The reactants are [S:1]1[CH:5]=[CH:4][N:3]=[C:2]1[CH2:6][N:7]1[C:15]2[C:10](=[CH:11][C:12]([NH:16][C:17]3[C:26]4[C:21](=[CH:22][CH:23]=[CH:24][C:25]=4[O:27][C@H:28]([CH3:33])[C:29](OC)=[O:30])[N:20]=[CH:19][N:18]=3)=[CH:13][CH:14]=2)[CH:9]=[N:8]1.[CH3:34][NH:35][CH2:36][CH2:37][OH:38]. No catalyst specified. The product is [OH:38][CH2:37][CH2:36][N:35]([CH3:34])[C:29](=[O:30])[C@H:28]([O:27][C:25]1[CH:24]=[CH:23][CH:22]=[C:21]2[C:26]=1[C:17]([NH:16][C:12]1[CH:11]=[C:10]3[C:15](=[CH:14][CH:13]=1)[N:7]([CH2:6][C:2]1[S:1][CH:5]=[CH:4][N:3]=1)[N:8]=[CH:9]3)=[N:18][CH:19]=[N:20]2)[CH3:33]. The yield is 0.790. (6) The reactants are [CH3:1][N:2]1[C:10]2[C:5](=[CH:6][CH:7]=[C:8]([N+:11]([O-])=O)[CH:9]=2)[CH:4]=[CH:3]1.[Cl-].[NH4+]. The catalyst is C(O)C.O.[Fe]. The product is [CH3:1][N:2]1[C:10]2[C:5](=[CH:6][CH:7]=[C:8]([NH2:11])[CH:9]=2)[CH:4]=[CH:3]1. The yield is 0.370. (7) The reactants are N([O-])=O.[Na+].[CH3:5][O:6][C:7]1[CH:8]=[N:9][C:10]2[C:15]([CH:16]=1)=[CH:14][C:13](N)=[CH:12][CH:11]=2.Cl.S(=O)(=O)(O)[OH:20].C(=O)([O-])[O-].[Na+].[Na+]. The product is [CH3:5][O:6][C:7]1[CH:8]=[N:9][C:10]2[C:15]([CH:16]=1)=[CH:14][C:13]([OH:20])=[CH:12][CH:11]=2. The catalyst is O. The yield is 0.340. (8) The reactants are S(=O)(=O)(O)O.COC[O:9][C:10]1[C:11]2[C:12]3[CH:13]=[CH:14][C:15](=[O:42])[N:16]([N:41]=3)[CH2:17][C:18]3[CH:40]=[C:22]([C:23](=[O:39])[NH:24][C:25]4[N:33]([CH2:34][C:35]([CH:38]=2)=[CH:36][CH:37]=1)[C:32]1[CH:31]=[CH:30][CH:29]=[CH:28][C:27]=1[N:26]=4)[CH:21]=[CH:20][CH:19]=3.O. The catalyst is C1COCC1. The product is [OH:9][C:10]1[C:11]2[C:12]3[CH:13]=[CH:14][C:15](=[O:42])[N:16]([N:41]=3)[CH2:17][C:18]3[CH:40]=[C:22]([C:23](=[O:39])[NH:24][C:25]4[N:33]([CH2:34][C:35]([CH:38]=2)=[CH:36][CH:37]=1)[C:32]1[CH:31]=[CH:30][CH:29]=[CH:28][C:27]=1[N:26]=4)[CH:21]=[CH:20][CH:19]=3. The yield is 0.0800. (9) The reactants are [Br:1][C:2]1[C:11]2[C:6](=[CH:7][CH:8]=[CH:9][CH:10]=2)[C:5](C2C=CC=CC=2C=O)=[CH:4][CH:3]=1.[Cl-].COC[P+]([C:37]1[CH:42]=[CH:41][CH:40]=[CH:39][CH:38]=1)([C:37]1[CH:42]=[CH:41][CH:40]=[CH:39][CH:38]=1)[C:37]1[CH:42]=[CH:41][CH:40]=[CH:39][CH:38]=1.[O:43]1[CH2:47]C[CH2:45][CH2:44]1.C(O[K])(C)(C)C. The catalyst is O. The product is [Br:1][C:2]1[C:11]2[C:6](=[CH:7][CH:8]=[CH:9][CH:10]=2)[C:5]([C:37]2[CH:38]=[CH:39][CH:40]=[CH:41][C:42]=2[CH:45]=[CH:44][O:43][CH3:47])=[CH:4][CH:3]=1. The yield is 0.990. (10) The reactants are [F:1][C:2]1[C:7]([F:8])=[C:6]([CH3:9])[CH:5]=[CH:4][C:3]=1[OH:10].[N+:11]([O-])([OH:13])=[O:12]. The catalyst is ClCCl. The product is [F:1][C:2]1[C:7]([F:8])=[C:6]([CH3:9])[CH:5]=[C:4]([N+:11]([O-:13])=[O:12])[C:3]=1[OH:10]. The yield is 0.910.